Dataset: Forward reaction prediction with 1.9M reactions from USPTO patents (1976-2016). Task: Predict the product of the given reaction. Given the reactants [NH:1]([C:8]1[C:17]2[CH:16]=[N:15][CH:14]=[N:13][C:12]=2[N:11]([O:18][CH2:19][C:20]2[CH:25]=[CH:24][CH:23]=[CH:22][CH:21]=2)[C:10](=[O:26])[C:9]=1C(OCC)=O)[C:2]1[CH:7]=[CH:6][CH:5]=[CH:4][CH:3]=1.[OH-].[Na+], predict the reaction product. The product is: [NH:1]([C:8]1[C:17]2[CH:16]=[N:15][CH:14]=[N:13][C:12]=2[N:11]([O:18][CH2:19][C:20]2[CH:25]=[CH:24][CH:23]=[CH:22][CH:21]=2)[C:10](=[O:26])[CH:9]=1)[C:2]1[CH:7]=[CH:6][CH:5]=[CH:4][CH:3]=1.